This data is from Catalyst prediction with 721,799 reactions and 888 catalyst types from USPTO. The task is: Predict which catalyst facilitates the given reaction. (1) Reactant: Br[CH2:2][C:3]([C:5]1[C:6]([C:11]2[CH:16]=[CH:15][CH:14]=[CH:13][CH:12]=2)=[N:7][O:8][C:9]=1[CH3:10])=O.[NH2:17][C:18]1[CH:23]=[CH:22][CH:21]=[CH:20][N:19]=1.C(=O)([O-])O.[Na+]. Product: [CH3:10][C:9]1[O:8][N:7]=[C:6]([C:11]2[CH:16]=[CH:15][CH:14]=[CH:13][CH:12]=2)[C:5]=1[C:3]1[N:17]=[C:18]2[CH:23]=[CH:22][CH:21]=[CH:20][N:19]2[CH:2]=1. The catalyst class is: 8. (2) Reactant: [Cl:1][C:2]1[CH:7]=[CH:6][C:5]([CH2:8][C:9](Br)=[O:10])=[CH:4][CH:3]=1.[C:12]([S-:14])#[N:13].[K+].O. Product: [Cl:1][C:2]1[CH:7]=[CH:6][C:5]([CH2:8][C:9]([S:14][C:12]#[N:13])=[O:10])=[CH:4][CH:3]=1. The catalyst class is: 8. (3) The catalyst class is: 10. Reactant: [Cl:1][C:2]1[CH:7]=[C:6]([C:8](=[O:12])[NH:9][S:10][CH3:11])[C:5]([NH:13][C:14]([C:16]2[N:17]([C:25]3[C:30]([Cl:31])=[CH:29][CH:28]=[CH:27][N:26]=3)[N:18]=[C:19]([C:21]([F:24])([F:23])[F:22])[CH:20]=2)=[O:15])=[C:4]([CH3:32])[CH:3]=1.C1C=C(Cl)C=C(C(OO)=[O:41])C=1. Product: [Cl:1][C:2]1[CH:7]=[C:6]([C:8](=[O:12])[NH:9][S:10]([CH3:11])=[O:41])[C:5]([NH:13][C:14]([C:16]2[N:17]([C:25]3[C:30]([Cl:31])=[CH:29][CH:28]=[CH:27][N:26]=3)[N:18]=[C:19]([C:21]([F:23])([F:24])[F:22])[CH:20]=2)=[O:15])=[C:4]([CH3:32])[CH:3]=1. (4) Reactant: [C:1]([O:5][C:6](=[O:21])[N:7]([CH:9]1[C:18]2[C:13](=[CH:14][C:15]([C:19]#N)=[CH:16][CH:17]=2)[O:12][CH2:11][CH2:10]1)[CH3:8])([CH3:4])([CH3:3])[CH3:2].[H-].C([Al+]CC(C)C)C(C)C.CC(O)=[O:34].C(C(C(C([O-])=O)O)O)([O-])=O.[K+].[Na+]. Product: [C:1]([O:5][C:6](=[O:21])[N:7]([CH:9]1[C:18]2[C:13](=[CH:14][C:15]([CH:19]=[O:34])=[CH:16][CH:17]=2)[O:12][CH2:11][CH2:10]1)[CH3:8])([CH3:4])([CH3:3])[CH3:2]. The catalyst class is: 93. (5) Reactant: C[Si]([N-][Si](C)(C)C)(C)C.[Li+].[CH3:11][N:12]([C:39]1[CH:44]=[CH:43][CH:42]=[CH:41][CH:40]=1)[S:13]([CH2:16][C:17]1[CH:18]=[CH:19][C:20]2[CH:36]=[CH:35][C:24]3=[N:25][CH:26]=[C:27]([C:29]4[CH:30]=[N:31][N:32]([CH3:34])[CH:33]=4)[CH:28]=[C:23]3[C:22](=[O:37])[C:21]=2[CH:38]=1)(=[O:15])=[O:14].[CH3:45]I.[Cl-].[NH4+]. Product: [CH3:11][N:12]([C:39]1[CH:44]=[CH:43][CH:42]=[CH:41][CH:40]=1)[S:13]([CH:16]([C:17]1[CH:18]=[CH:19][C:20]2[CH:36]=[CH:35][C:24]3=[N:25][CH:26]=[C:27]([C:29]4[CH:30]=[N:31][N:32]([CH3:34])[CH:33]=4)[CH:28]=[C:23]3[C:22](=[O:37])[C:21]=2[CH:38]=1)[CH3:45])(=[O:15])=[O:14]. The catalyst class is: 20.